This data is from Forward reaction prediction with 1.9M reactions from USPTO patents (1976-2016). The task is: Predict the product of the given reaction. (1) The product is: [Cl:1][C:2]1[C:11]2[CH2:10][CH2:9][CH2:8][CH:7]([OH:17])[C:6]=2[N:5]=[C:4]([CH3:13])[CH:3]=1. Given the reactants [Cl:1][C:2]1[C:11]2[CH2:10][CH2:9][CH2:8][CH2:7][C:6]=2[N+:5]([O-])=[C:4]([CH3:13])[CH:3]=1.FC(F)(F)C(OC(=O)C(F)(F)F)=[O:17].[OH-].[Na+], predict the reaction product. (2) Given the reactants [CH2:1]([N:8]([CH2:28][C:29]1[CH:34]=[CH:33][CH:32]=[CH:31][CH:30]=1)[C:9]1[C:14]([N+:15]([O-])=O)=[C:13]([NH:18][NH:19][C:20]([O:22][C:23]([CH3:26])([CH3:25])[CH3:24])=[O:21])[CH:12]=[C:11]([CH3:27])[N:10]=1)[C:2]1[CH:7]=[CH:6][CH:5]=[CH:4][CH:3]=1, predict the reaction product. The product is: [NH2:15][C:14]1[C:9]([N:8]([CH2:1][C:2]2[CH:7]=[CH:6][CH:5]=[CH:4][CH:3]=2)[CH2:28][C:29]2[CH:30]=[CH:31][CH:32]=[CH:33][CH:34]=2)=[N:10][C:11]([CH3:27])=[CH:12][C:13]=1[NH:18][NH:19][C:20]([O:22][C:23]([CH3:24])([CH3:25])[CH3:26])=[O:21]. (3) Given the reactants [CH3:1][S:2]([C:5]1[CH:10]=[CH:9][C:8]([C:11]2[S:15][C:14]([NH:16]C(=O)C)=[N:13][C:12]=2[CH3:20])=[CH:7][C:6]=1[C:21]([F:24])([F:23])[F:22])(=[O:4])=[O:3].Cl, predict the reaction product. The product is: [CH3:1][S:2]([C:5]1[CH:10]=[CH:9][C:8]([C:11]2[S:15][C:14]([NH2:16])=[N:13][C:12]=2[CH3:20])=[CH:7][C:6]=1[C:21]([F:24])([F:23])[F:22])(=[O:3])=[O:4]. (4) Given the reactants [CH2:1]([O:8][C:9]1[CH:10]=[CH:11][C:12]([C@@H:20]2[CH2:22][O:21]2)=[C:13]2[C:18]=1[NH:17][C:16](=[O:19])[CH:15]=[CH:14]2)[C:2]1[CH:7]=[CH:6][CH:5]=[CH:4][CH:3]=1.[CH2:23]([NH2:30])[C:24]1[CH:29]=[CH:28][CH:27]=[CH:26][CH:25]=1, predict the reaction product. The product is: [NH3:17].[CH2:23]([NH:30][CH2:22][C@@H:20]([C:12]1[CH:11]=[CH:10][C:9]([O:8][CH2:1][C:2]2[CH:7]=[CH:6][CH:5]=[CH:4][CH:3]=2)=[C:18]2[C:13]=1[CH:14]=[CH:15][C:16](=[O:19])[NH:17]2)[OH:21])[C:24]1[CH:29]=[CH:28][CH:27]=[CH:26][CH:25]=1. (5) Given the reactants [CH:1]1[C:10]2CCCC[C:5]=2[CH:4]=[CH:3][C:2]=1[C:11](=[O:13])[CH3:12].[C:14]([OH:17])(=O)C.[Br:18]Br, predict the reaction product. The product is: [Br:18][CH2:12][C:11]([C:2]1[CH:3]=[CH:4][CH:5]=[C:10]([O:17][CH3:14])[CH:1]=1)=[O:13]. (6) The product is: [NH2:21][C@H:18]([CH2:19][CH3:20])[C:16]([NH:15][C:12]1[CH:13]=[N:14][C:9]([O:8][C:5]2[CH:6]=[CH:7][C:2]([CH3:1])=[C:3]([O:29][CH3:30])[CH:4]=2)=[CH:10][CH:11]=1)=[O:17]. Given the reactants [CH3:1][C:2]1[CH:7]=[CH:6][C:5]([O:8][C:9]2[N:14]=[CH:13][C:12]([NH:15][C:16]([C@H:18]([NH:21]C(=O)OC(C)(C)C)[CH2:19][CH3:20])=[O:17])=[CH:11][CH:10]=2)=[CH:4][C:3]=1[O:29][CH3:30].ClCCl, predict the reaction product.